Dataset: Full USPTO retrosynthesis dataset with 1.9M reactions from patents (1976-2016). Task: Predict the reactants needed to synthesize the given product. (1) Given the product [P:1]([OH:3])([OH:5])([O:7][C@:8]([CH3:40])([CH2:13][CH2:14][C:15]1[O:19][N:18]=[C:17]([C:20]2[CH:25]=[CH:24][C:23]([CH3:26])=[C:22]([NH:27][C:28]([C:30]3[N:34]4[CH:35]=[CH:36][C:37]([CH3:39])=[CH:38][C:33]4=[N:32][CH:31]=3)=[O:29])[CH:21]=2)[N:16]=1)[C:9]([F:11])([F:10])[F:12])=[O:2], predict the reactants needed to synthesize it. The reactants are: [P:1]([O:7][C@:8]([CH3:40])([CH2:13][CH2:14][C:15]1[O:19][N:18]=[C:17]([C:20]2[CH:25]=[CH:24][C:23]([CH3:26])=[C:22]([NH:27][C:28]([C:30]3[N:34]4[CH:35]=[CH:36][C:37]([CH3:39])=[CH:38][C:33]4=[N:32][CH:31]=3)=[O:29])[CH:21]=2)[N:16]=1)[C:9]([F:12])([F:11])[F:10])([O:5]C)([O:3]C)=[O:2].Br[Si](C)(C)C. (2) Given the product [NH2:29][C:28]([NH2:37])=[NH:27].[CH3:44][C:41]([O:40][C:38]([NH:37][CH:28]([NH:12][CH2:11][C:6]1[CH:7]=[CH:8][CH:9]=[CH:10][C:5]=1[O:4][CH2:1][CH2:2][CH3:3])[NH:27][C:20](=[O:21])[O:22][C:23]([CH3:26])([CH3:25])[CH3:24])=[O:39])([CH3:42])[CH3:43], predict the reactants needed to synthesize it. The reactants are: [CH2:1]([O:4][C:5]1[CH:10]=[CH:9][CH:8]=[CH:7][C:6]=1[CH2:11][NH2:12])[CH:2]=[CH2:3].CCN(CC)CC.[C:20]([NH:27][C:28]([NH:37][C:38]([O:40][C:41]([CH3:44])([CH3:43])[CH3:42])=[O:39])=[N:29]S(C(F)(F)F)(=O)=O)([O:22][C:23]([CH3:26])([CH3:25])[CH3:24])=[O:21].